From a dataset of Forward reaction prediction with 1.9M reactions from USPTO patents (1976-2016). Predict the product of the given reaction. (1) Given the reactants [Cl:1][C:2]1[CH:7]=[C:6]([O:8][CH2:9][C:10]2[CH:15]=[CH:14][CH:13]=[CH:12][CH:11]=2)[CH:5]=[C:4]([Cl:16])[C:3]=1[O:17][CH2:18][CH2:19][CH2:20][CH2:21]Cl.[CH3:23][C:24]1([CH3:34])[O:28][C:27]2[CH:29]=[CH:30][CH:31]=[C:32](O)[C:26]=2[O:25]1.C(=O)([O-])[O-:36].[K+].[K+].O, predict the reaction product. The product is: [CH3:23][C:24]1([CH3:34])[O:28][C:27]2[CH:29]=[CH:30][C:31]([O:36][CH2:21][CH2:20][CH2:19][CH2:18][O:17][C:3]3[C:4]([Cl:16])=[CH:5][C:6]([O:8][CH2:9][C:10]4[CH:11]=[CH:12][CH:13]=[CH:14][CH:15]=4)=[CH:7][C:2]=3[Cl:1])=[CH:32][C:26]=2[O:25]1. (2) Given the reactants [NH2:1][CH2:2][C@H:3]1[CH2:7][C@@H:6]([NH:8][S:9]([C:12]2[CH:17]=[C:16]([Cl:18])[CH:15]=[CH:14][C:13]=2[Cl:19])(=[O:11])=[O:10])[CH2:5][N:4]1[C:20](OC(C)(C)C)=O.[CH3:27][C:28]([CH3:33])([CH3:32])[C:29](Cl)=[O:30].Cl.CC[N:37](C(C)C)C(C)C.N#CBr.C(O)C(N)(CO)CO, predict the reaction product. The product is: [C:20]([N:4]1[CH2:5][C@H:6]([NH:8][S:9]([C:12]2[CH:17]=[C:16]([Cl:18])[CH:15]=[CH:14][C:13]=2[Cl:19])(=[O:10])=[O:11])[CH2:7][C@@H:3]1[CH2:2][NH:1][C:29](=[O:30])[C:28]([CH3:33])([CH3:32])[CH3:27])#[N:37]. (3) Given the reactants C=O.[F:3][C:4]([F:37])([F:36])[C:5]1[N:9]2[N:10]=[C:11]([N:14]3[CH2:19][CH2:18][CH:17]([C:20]4[CH:35]=[CH:34][C:23]([O:24][CH2:25][CH2:26][N:27]5[CH2:32][CH2:31][NH:30][CH2:29][C:28]5=[O:33])=[CH:22][CH:21]=4)[CH2:16][CH2:15]3)[CH:12]=[CH:13][C:8]2=[N:7][N:6]=1.[C:38](O)(=O)C.[Na], predict the reaction product. The product is: [CH3:38][N:30]1[CH2:31][CH2:32][N:27]([CH2:26][CH2:25][O:24][C:23]2[CH:34]=[CH:35][C:20]([CH:17]3[CH2:18][CH2:19][N:14]([C:11]4[CH:12]=[CH:13][C:8]5[N:9]([C:5]([C:4]([F:3])([F:36])[F:37])=[N:6][N:7]=5)[N:10]=4)[CH2:15][CH2:16]3)=[CH:21][CH:22]=2)[C:28](=[O:33])[CH2:29]1. (4) Given the reactants [F:1][C:2]1[C:3]([C:16]2[CH2:17][CH2:18][N:19]([CH:22]3[CH2:25][O:24][CH2:23]3)[CH2:20][CH:21]=2)=[C:4]([NH:8][C:9](=[O:15])[O:10][C:11]([CH3:14])([CH3:13])[CH3:12])[CH:5]=[N:6][CH:7]=1.CCOC(C)=O, predict the reaction product. The product is: [C:11]([O:10][C:9](=[O:15])[NH:8][C:4]1[CH:5]=[N:6][CH:7]=[C:2]([F:1])[C:3]=1[CH:16]1[CH2:21][CH2:20][N:19]([CH:22]2[CH2:25][O:24][CH2:23]2)[CH2:18][CH2:17]1)([CH3:14])([CH3:12])[CH3:13]. (5) Given the reactants [F:8][C:7]([F:10])([F:9])[C:6](O[C:6](=[O:11])[C:7]([F:10])([F:9])[F:8])=[O:11].[CH:14]1([CH:20]2[C:29]3[C:24](=[CH:25][C:26]([O:30][CH3:31])=[CH:27][CH:28]=3)[CH2:23][CH2:22][NH:21]2)[CH2:19][CH2:18][CH2:17][CH2:16][CH2:15]1.CCN(CC)CC, predict the reaction product. The product is: [CH:14]1([CH:20]2[C:29]3[C:24](=[CH:25][C:26]([O:30][CH3:31])=[CH:27][CH:28]=3)[CH2:23][CH2:22][N:21]2[C:6](=[O:11])[C:7]([F:8])([F:9])[F:10])[CH2:15][CH2:16][CH2:17][CH2:18][CH2:19]1. (6) The product is: [NH2:22][C:18]1[CH:17]=[CH:16][CH:15]=[C:14]2[C:19]=1[CH:20]=[CH:21][N:12]([CH2:11][C:9]1[CH:8]=[CH:7][C:6]3[O:1][CH2:2][CH2:3][O:4][C:5]=3[CH:10]=1)[C:13]2=[O:25]. Given the reactants [O:1]1[C:6]2[CH:7]=[CH:8][C:9]([CH2:11][N:12]3[CH:21]=[CH:20][C:19]4[C:14](=[CH:15][CH:16]=[CH:17][C:18]=4[N+:22]([O-])=O)[C:13]3=[O:25])=[CH:10][C:5]=2[O:4][CH2:3][CH2:2]1.O.O.[Sn](Cl)Cl.O1CCCC1, predict the reaction product. (7) Given the reactants Cl[C:2]1[C:7]([CH3:8])=[C:6]([Cl:9])[N:5]=[C:4]([N:10]2[CH2:15][CH2:14][O:13][CH2:12][CH2:11]2)[N:3]=1.[NH:16]1[CH2:21][CH2:20][O:19][CH2:18][CH2:17]1.C(N(CC)CC)C, predict the reaction product. The product is: [Cl:9][C:6]1[N:5]=[C:4]([N:10]2[CH2:15][CH2:14][O:13][CH2:12][CH2:11]2)[N:3]=[C:2]([N:16]2[CH2:21][CH2:20][O:19][CH2:18][CH2:17]2)[C:7]=1[CH3:8].